This data is from Reaction yield outcomes from USPTO patents with 853,638 reactions. The task is: Predict the reaction yield, written as a fraction of the theoretical maximum amount of product (1.0 means a 100% yield; for example, 0.34 means a 34% yield). (1) The catalyst is C(#N)C. The reactants are [Br:1][C:2]1[C:7]([Cl:8])=[CH:6][C:5]([NH:9][NH2:10])=[C:4]([O:11][CH3:12])[CH:3]=1.[Br:13][C:14]1[S:18][C:17]([C:19](=O)C(O)=O)=[CH:16][CH:15]=1.C([N:26]([CH2:29]C)CC)C.C1(P(N=[N+]=[N-])(C2C=CC=CC=2)=[O:38])C=CC=CC=1. The yield is 0.750. The product is [Br:1][C:2]1[C:7]([Cl:8])=[CH:6][C:5]([N:9]2[C:29](=[O:38])[NH:26][C:19]([C:17]3[S:18][C:14]([Br:13])=[CH:15][CH:16]=3)=[N:10]2)=[C:4]([O:11][CH3:12])[CH:3]=1. (2) The reactants are Br[CH2:2][C:3]1[CH:8]=[CH:7][CH:6]=[C:5]([O:9][C:10]([F:13])([F:12])[F:11])[CH:4]=1.[Cl:14][C:15]1[CH:16]=[C:17]([N:32]2[CH:36]=[N:35][C:34]([C:37]([NH:39][CH2:40][C:41](=[O:46])[C:42]([CH3:45])([CH3:44])[CH3:43])=[O:38])=[N:33]2)[CH:18]=[C:19]([Cl:31])[C:20]=1[O:21]CC1C=CC(OC)=CC=1.C(OCC)(=O)C. The catalyst is CN(C=O)C. The product is [Cl:14][C:15]1[CH:16]=[C:17]([N:32]2[CH:36]=[N:35][C:34]([C:37]([NH:39][CH:40]([C:41](=[O:46])[C:42]([CH3:44])([CH3:43])[CH3:45])[CH2:2][C:3]3[CH:8]=[CH:7][CH:6]=[C:5]([O:9][C:10]([F:13])([F:12])[F:11])[CH:4]=3)=[O:38])=[N:33]2)[CH:18]=[C:19]([Cl:31])[C:20]=1[OH:21]. The yield is 0.260. (3) The reactants are ClC1C=C(NN=C(Cl)S(C)(=O)=O)C=CC=1.IC1C=CC(N2CCC=C(N3CCOCC3)C2=O)=CC=1.C(N(CC)CC)C.[Cl:43][C:44]1[CH:45]=[C:46]([N:50]2[C:54]3(N4CCOCC4)[C:55](=[O:66])[N:56]([C:59]4[CH:64]=[CH:63][C:62]([I:65])=[CH:61][CH:60]=4)[CH2:57][CH2:58][CH:53]3[C:52]([S:73]([CH3:76])(=[O:75])=[O:74])=[N:51]2)[CH:47]=[CH:48][CH:49]=1. The catalyst is C1(C)C=CC=CC=1. The product is [Cl:43][C:44]1[CH:45]=[C:46]([N:50]2[C:54]3[C:55](=[O:66])[N:56]([C:59]4[CH:60]=[CH:61][C:62]([I:65])=[CH:63][CH:64]=4)[CH2:57][CH2:58][C:53]=3[C:52]([S:73]([CH3:76])(=[O:75])=[O:74])=[N:51]2)[CH:47]=[CH:48][CH:49]=1. The yield is 0.640. (4) The reactants are Cl.[CH2:2]([NH2:4])[CH3:3].[F:5][C:6]1[CH:7]=[C:8]([CH:12]=[CH:13][C:14]=1[F:15])[C:9]([OH:11])=O. The yield is 0.560. No catalyst specified. The product is [F:5][C:6]1[CH:7]=[C:8]([CH:12]=[CH:13][C:14]=1[F:15])[C:9]([NH:4][CH2:2][CH3:3])=[O:11]. (5) The reactants are [CH3:1][N:2]1[C:7](=[O:8])[CH:6]=[CH:5][C:4]([C:9]2[CH:19]=[CH:18][C:12]3[CH2:13][CH2:14][NH:15][CH2:16][CH2:17][C:11]=3[CH:10]=2)=[N:3]1.C(O)(=O)C.[C:24]1(=O)[CH2:27][CH2:26][CH2:25]1.C(O[BH-](OC(=O)C)OC(=O)C)(=O)C.[Na+]. The catalyst is C(Cl)Cl. The product is [CH:24]1([N:15]2[CH2:16][CH2:17][C:11]3[CH:10]=[C:9]([C:4]4[CH:5]=[CH:6][C:7](=[O:8])[N:2]([CH3:1])[N:3]=4)[CH:19]=[CH:18][C:12]=3[CH2:13][CH2:14]2)[CH2:27][CH2:26][CH2:25]1. The yield is 0.840.